This data is from Reaction yield outcomes from USPTO patents with 853,638 reactions. The task is: Predict the reaction yield, written as a fraction of the theoretical maximum amount of product (1.0 means a 100% yield; for example, 0.34 means a 34% yield). (1) The reactants are CN(C)[CH:3]=[O:4].P(Cl)(Cl)(Cl)=O.[CH3:11][C:12]1[C:16]([CH3:17])=[CH:15][NH:14][CH:13]=1. The catalyst is ClCCCl. The product is [CH3:11][C:12]1[C:16]([CH3:17])=[CH:15][NH:14][C:13]=1[CH:3]=[O:4]. The yield is 0.500. (2) The reactants are B1C2CCCC1CCC2.C1COCC1.[CH3:15][N:16]1[CH2:21][CH2:20][C:19](=[CH2:22])[CH2:18][CH2:17]1.C[C:24]1[CH:29]=[CH:28][C:27]([N+:30]([O-:32])=[O:31])=[C:26]([CH3:33])[N:25]=1.C(=O)([O-])[O-].[K+].[K+]. The catalyst is CN(C=O)C.Cl[Pd]Cl.C1(P(C2C=CC=CC=2)[C-]2C=CC=C2)C=CC=CC=1.[C-]1(P(C2C=CC=CC=2)C2C=CC=CC=2)C=CC=C1.[Fe+2]. The product is [CH3:33][C:26]1[C:27]([N+:30]([O-:32])=[O:31])=[CH:28][CH:29]=[C:24]([CH2:22][CH:19]2[CH2:20][CH2:21][N:16]([CH3:15])[CH2:17][CH2:18]2)[N:25]=1. The yield is 0.100. (3) The reactants are C(N(CC)CC)C.[CH2:8]([N:11](CC=C)[C:12]([N:14]1[C:18]2[CH:19]=[CH:20][CH:21]=[CH:22][C:17]=2[N:16](C(O)=O)[C:15]1=[O:26])=[O:13])[CH:9]=[CH2:10]. The catalyst is CS(C)=O. The product is [CH2:8]([NH:11][C:12]([N:14]1[C:18]2[CH:19]=[CH:20][CH:21]=[CH:22][C:17]=2[NH:16][C:15]1=[O:26])=[O:13])[CH:9]=[CH2:10]. The yield is 0.240.